Dataset: Forward reaction prediction with 1.9M reactions from USPTO patents (1976-2016). Task: Predict the product of the given reaction. Given the reactants C(N(CC)C(C)C)(C)C.[Cl:10][C:11]1[CH:16]=[CH:15][CH:14]=[CH:13][C:12]=1[C:17]1[C:21]([C:22](Cl)=[O:23])=[C:20]([CH3:25])[O:19][N:18]=1.[OH:26][NH:27][C:28](=[NH:37])[C:29]1[CH:34]=[CH:33][C:32]([O:35][CH3:36])=[CH:31][CH:30]=1.C(Cl)Cl, predict the reaction product. The product is: [Cl:10][C:11]1[CH:16]=[CH:15][CH:14]=[CH:13][C:12]=1[C:17]1[C:21]([C:22]([O:26]/[N:27]=[C:28](\[NH2:37])/[C:29]2[CH:34]=[CH:33][C:32]([O:35][CH3:36])=[CH:31][CH:30]=2)=[O:23])=[C:20]([CH3:25])[O:19][N:18]=1.